This data is from Full USPTO retrosynthesis dataset with 1.9M reactions from patents (1976-2016). The task is: Predict the reactants needed to synthesize the given product. The reactants are: [F:1][C:2]1[CH:10]=[C:9]2[C:5]([CH2:6][C:7](=[O:17])[N:8]2[CH:11]2[CH2:16][CH2:15][NH:14][CH2:13][CH2:12]2)=[CH:4][C:3]=1[C:18]([NH:20][CH3:21])=[O:19].C(N(CC)CC)C.[Cl:29][CH2:30][C:31]([N:33]1[CH2:37][C@@H:36]2[CH2:38][CH2:39][CH2:40][C@@H:35]2[CH2:34]1)=[O:32]. Given the product [Cl-:29].[F:1][C:2]1[CH:10]=[C:9]2[C:5]([CH2:6][C:7](=[O:17])[N:8]2[CH:11]2[CH2:16][CH2:15][NH+:14]([CH2:30][C:31]([N:33]3[CH2:37][C@@H:36]4[CH2:38][CH2:39][CH2:40][C@@H:35]4[CH2:34]3)=[O:32])[CH2:13][CH2:12]2)=[CH:4][C:3]=1[C:18]([NH:20][CH3:21])=[O:19], predict the reactants needed to synthesize it.